This data is from Forward reaction prediction with 1.9M reactions from USPTO patents (1976-2016). The task is: Predict the product of the given reaction. (1) Given the reactants [CH3:1][C:2]([C:4]([O:6][CH2:7][CH2:8][OH:9])=[O:5])=[CH2:3].[CH2:10]=[CH:11][C:12]1[CH:17]=[CH:16][CH:15]=[CH:14][CH:13]=1, predict the reaction product. The product is: [CH2:10]=[CH:11][C:12]1[CH:17]=[CH:16][CH:15]=[CH:14][CH:13]=1.[CH3:3][C:2]([C:4]([O:6][CH2:7][CH2:8][OH:9])=[O:5])=[CH2:1]. (2) Given the reactants CO/[CH:3]=[CH:4]/[C:5]([O:7][CH3:8])=[O:6].C1C(=O)N(Br)C(=O)C1.[C:17]([C:19]1[CH:34]=[CH:33][C:22]([CH2:23][N:24]2[CH2:29][CH2:28][N:27]([C:30](=[S:32])[NH2:31])[CH2:26][CH2:25]2)=[CH:21][CH:20]=1)#[N:18], predict the reaction product. The product is: [C:17]([C:19]1[CH:20]=[CH:21][C:22]([CH2:23][N:24]2[CH2:29][CH2:28][N:27]([C:30]3[S:32][C:4]([C:5]([O:7][CH3:8])=[O:6])=[CH:3][N:31]=3)[CH2:26][CH2:25]2)=[CH:33][CH:34]=1)#[N:18]. (3) Given the reactants [CH3:1][N:2]1[C:6]([CH3:7])=[C:5]([NH:8][C:9]([O:11][C@@H:12]([C:14]2[CH:19]=[CH:18][CH:17]=[CH:16][CH:15]=2)[CH3:13])=[O:10])[C:4]([C:20]2[CH:28]=[CH:27][C:23]([C:24](O)=[O:25])=[CH:22][CH:21]=2)=[N:3]1.Cl.C[O:31][C:32](=[O:43])[C@H:33]([NH2:42])[CH2:34][C:35]1[CH:40]=[CH:39][C:38]([Br:41])=[CH:37][CH:36]=1, predict the reaction product. The product is: [Br:41][C:38]1[CH:39]=[CH:40][C:35]([CH2:34][C@@H:33]([NH:42][C:24](=[O:25])[C:23]2[CH:27]=[CH:28][C:20]([C:4]3[C:5]([NH:8][C:9]([O:11][C@@H:12]([C:14]4[CH:19]=[CH:18][CH:17]=[CH:16][CH:15]=4)[CH3:13])=[O:10])=[C:6]([CH3:7])[N:2]([CH3:1])[N:3]=3)=[CH:21][CH:22]=2)[C:32]([OH:31])=[O:43])=[CH:36][CH:37]=1. (4) Given the reactants [Br:1][C:2]1[CH:11]=[CH:10][C:9]([OH:12])=[C:8]2[C:3]=1[CH:4]=[CH:5][CH:6]=[N:7]2.[Cl:13]N1C(=O)CCC1=O, predict the reaction product. The product is: [Br:1][C:2]1[CH:11]=[C:10]([Cl:13])[C:9]([OH:12])=[C:8]2[C:3]=1[CH:4]=[CH:5][CH:6]=[N:7]2. (5) The product is: [ClH:24].[NH:20]1[CH:21]=[CH:22][CH:23]=[C:19]1[C:17]1[O:16][N:15]=[C:14]([CH:10]2[CH2:11][CH2:12][CH2:13][NH:8][CH2:9]2)[N:18]=1. Given the reactants C(OC([N:8]1[CH2:13][CH2:12][CH2:11][CH:10]([C:14]2[N:18]=[C:17]([C:19]3[NH:20][CH:21]=[CH:22][CH:23]=3)[O:16][N:15]=2)[CH2:9]1)=O)(C)(C)C.[Cl:24]CCl, predict the reaction product. (6) Given the reactants [OH:1][C:2]1[CH:7]=[CH:6][C:5]([C@H:8]2[CH2:10][C@H:9]2[C:11]([OH:13])=[O:12])=[CH:4][CH:3]=1.C(=O)(O)[O-].[K+].[CH2:19](Br)[C:20]1[CH:25]=[CH:24][CH:23]=[CH:22][CH:21]=1, predict the reaction product. The product is: [OH:1][C:2]1[CH:3]=[CH:4][C:5]([C@H:8]2[CH2:10][C@H:9]2[C:11]([O:13][CH2:19][C:20]2[CH:25]=[CH:24][CH:23]=[CH:22][CH:21]=2)=[O:12])=[CH:6][CH:7]=1. (7) Given the reactants Cl[C:2]1[N:7]=[C:6]([NH:8][C:9]2[CH:14]=[CH:13][C:12]([N:15]([CH3:17])[CH3:16])=[CH:11][C:10]=2[O:18][CH3:19])[C:5]([Cl:20])=[CH:4][N:3]=1.[CH3:21][O:22][C:23]1[C:24]([NH2:42])=[CH:25][C:26]2[CH2:32][CH2:31][N:30]([CH2:33][CH2:34][N:35]3[CH2:40][CH2:39][O:38][CH2:37][CH2:36]3)[CH2:29][CH2:28][C:27]=2[CH:41]=1, predict the reaction product. The product is: [Cl:20][C:5]1[C:6]([NH:8][C:9]2[CH:14]=[CH:13][C:12]([N:15]([CH3:17])[CH3:16])=[CH:11][C:10]=2[O:18][CH3:19])=[N:7][C:2]([NH:42][C:24]2[C:23]([O:22][CH3:21])=[CH:41][C:27]3[CH2:28][CH2:29][N:30]([CH2:33][CH2:34][N:35]4[CH2:40][CH2:39][O:38][CH2:37][CH2:36]4)[CH2:31][CH2:32][C:26]=3[CH:25]=2)=[N:3][CH:4]=1. (8) Given the reactants [Br:1][C:2]1[S:6][CH:5]=[N:4][C:3]=1[O:7][CH2:8][CH:9]1[CH2:13][O:12]C(C)(C)O1.CC1C=CC(S([O-])(=O)=O)=CC=1.C1C=C[NH+]=CC=1.C(OC)(OC)OC.C(Br)(C)=O.C([O-])([O-])=O.[K+].[K+], predict the reaction product. The product is: [Br:1][C:2]1[S:6][CH:5]=[N:4][C:3]=1[O:7][CH2:8][CH:9]1[CH2:13][O:12]1.